Dataset: Reaction yield outcomes from USPTO patents with 853,638 reactions. Task: Predict the reaction yield, written as a fraction of the theoretical maximum amount of product (1.0 means a 100% yield; for example, 0.34 means a 34% yield). (1) The reactants are C(OC(=O)[CH2:5][N:6]([C:25]1[C:29]2=[N:30][CH:31]=[CH:32][CH:33]=[C:28]2[NH:27][CH:26]=1)[C:7]([CH:9]1[CH2:14][CH2:13][CH2:12][CH2:11][N:10]1[C:15](OCC1C=CC=CC=1)=[O:16])=[O:8])C. The catalyst is [Pd].CO. The product is [NH:27]1[C:28]2[C:29](=[N:30][CH:31]=[CH:32][CH:33]=2)[C:25]([N:6]2[CH2:5][C:15](=[O:16])[N:10]3[CH2:11][CH2:12][CH2:13][CH2:14][CH:9]3[C:7]2=[O:8])=[CH:26]1. The yield is 0.940. (2) The yield is 0.350. The reactants are [CH:1]1([NH2:8])[CH2:6][CH2:5][CH2:4][CH:3]([NH2:7])[CH2:2]1.[C:9](O[C:9]([O:11][C:12]([CH3:15])([CH3:14])[CH3:13])=[O:10])([O:11][C:12]([CH3:15])([CH3:14])[CH3:13])=[O:10]. The catalyst is C(Cl)(Cl)Cl. The product is [C:12]([O:11][C:9]([NH:7][CH:3]1[CH2:4][CH2:5][CH2:6][CH:1]([NH2:8])[CH2:2]1)=[O:10])([CH3:15])([CH3:14])[CH3:13]. (3) The reactants are [Br:1][C:2]1[CH:7]=[CH:6][C:5]([C:8](=O)[CH:9]=[C:10]([C:15]2[CH:20]=[C:19]([Cl:21])[CH:18]=[C:17]([Cl:22])[CH:16]=2)[C:11]([F:14])([F:13])[F:12])=[C:4]([CH3:24])[CH:3]=1.Cl.[NH2:26][OH:27]. The catalyst is N1C=CC=CC=1. The product is [Br:1][C:2]1[CH:7]=[CH:6][C:5]([C:8]2[CH2:9][C:10]([C:15]3[CH:20]=[C:19]([Cl:21])[CH:18]=[C:17]([Cl:22])[CH:16]=3)([C:11]([F:14])([F:13])[F:12])[O:27][N:26]=2)=[C:4]([CH3:24])[CH:3]=1. The yield is 0.240. (4) The reactants are [Cl-].O[NH3+:3].[C:4](=[O:7])([O-])[OH:5].[Na+].CS(C)=O.[CH2:13]([C:17]1[N:18]([CH2:32][C:33]2[CH:38]=[CH:37][C:36]([C:39]3[C:40]([C:45]#[N:46])=[CH:41][CH:42]=[CH:43][CH:44]=3)=[CH:35][CH:34]=2)[C:19](=[O:31])[C:20]([C:24]2[C:25]([CH3:30])=[N:26][O:27][C:28]=2[CH3:29])=[C:21]([CH3:23])[N:22]=1)[CH2:14][CH2:15][CH3:16]. The catalyst is O. The product is [CH2:13]([C:17]1[N:18]([CH2:32][C:33]2[CH:34]=[CH:35][C:36]([C:39]3[CH:44]=[CH:43][CH:42]=[CH:41][C:40]=3[C:45]3[NH:3][C:4](=[O:7])[O:5][N:46]=3)=[CH:37][CH:38]=2)[C:19](=[O:31])[C:20]([C:24]2[C:25]([CH3:30])=[N:26][O:27][C:28]=2[CH3:29])=[C:21]([CH3:23])[N:22]=1)[CH2:14][CH2:15][CH3:16]. The yield is 0.190. (5) The reactants are Cl[C:2]1[C:7]([Cl:8])=[CH:6][C:5]([C:9]([F:12])([F:11])[F:10])=[CH:4][N:3]=1.O.N1C=CC=CC=1CC=O. The catalyst is [Zn].C(O)(=O)C. The product is [Cl:8][C:7]1[CH:2]=[N:3][CH:4]=[C:5]([C:9]([F:11])([F:10])[F:12])[CH:6]=1. The yield is 0.0700. (6) The reactants are [NH2:1][C:2]1[CH:7]=[CH:6][C:5]([N+:8]([O-:10])=[O:9])=[CH:4][C:3]=1[SH:11].C(=O)([O-])[O-].[K+].[K+].Br[CH2:19][C:20](OC)=[O:21]. The catalyst is CN(C=O)C. The product is [N+:8]([C:5]1[CH:6]=[CH:7][C:2]2[NH:1][C:20](=[O:21])[CH2:19][S:11][C:3]=2[CH:4]=1)([O-:10])=[O:9]. The yield is 0.740. (7) The reactants are [CH3:1][O:2][C:3]1[CH:16]=[C:15]([O:17][CH3:18])[CH:14]=[CH:13][C:4]=1[CH2:5][N:6]1[C:10](=[O:11])[CH2:9][CH2:8][C:7]1=[O:12].C[O:20][C:21]([C:23]1[C:28]([C:29](OC)=[O:30])=[CH:27][CH:26]=[CH:25][N:24]=1)=O.[H-].[Na+].Cl. The catalyst is O1CCCC1.CCOCC.CO. The product is [CH3:1][O:2][C:3]1[CH:16]=[C:15]([O:17][CH3:18])[CH:14]=[CH:13][C:4]=1[CH2:5][N:6]1[C:7](=[O:12])[C:8]2[C:21]([OH:20])=[C:23]3[C:28]([CH:27]=[CH:26][CH:25]=[N:24]3)=[C:29]([OH:30])[C:9]=2[C:10]1=[O:11]. The yield is 0.520. (8) The reactants are [F:1][C:2]1[N:7]=[C:6]([S:8](Cl)(=[O:10])=[O:9])[CH:5]=[CH:4][CH:3]=1.Cl.[F:13][C:14]1[CH:19]=[CH:18][CH:17]=[CH:16][C:15]=1[CH:20]1[CH2:25][CH2:24][NH:23][CH2:22][CH2:21]1. The catalyst is C(Cl)(Cl)Cl. The product is [F:1][C:2]1[CH:3]=[CH:4][CH:5]=[C:6]([S:8]([N:23]2[CH2:24][CH2:25][CH:20]([C:15]3[CH:16]=[CH:17][CH:18]=[CH:19][C:14]=3[F:13])[CH2:21][CH2:22]2)(=[O:10])=[O:9])[N:7]=1. The yield is 0.380. (9) The reactants are [Cl:1][C:2]1[N:7]=[C:6]([C:8]2[S:12][C:11]([N:13]3[CH2:18][CH2:17][O:16][CH2:15][CH2:14]3)=[N:10][C:9]=2[C:19]2[C:20]([O:32][CH3:33])=[C:21]([NH:25]C(=O)OCC=C)[CH:22]=[CH:23][CH:24]=2)[CH:5]=[CH:4][N:3]=1.C(O)(=O)C.C([SnH](CCCC)CCCC)CCC. The catalyst is C(Cl)Cl.Cl[Pd](Cl)([P](C1C=CC=CC=1)(C1C=CC=CC=1)C1C=CC=CC=1)[P](C1C=CC=CC=1)(C1C=CC=CC=1)C1C=CC=CC=1. The product is [Cl:1][C:2]1[N:7]=[C:6]([C:8]2[S:12][C:11]([N:13]3[CH2:14][CH2:15][O:16][CH2:17][CH2:18]3)=[N:10][C:9]=2[C:19]2[C:20]([O:32][CH3:33])=[C:21]([CH:22]=[CH:23][CH:24]=2)[NH2:25])[CH:5]=[CH:4][N:3]=1. The yield is 0.791.